This data is from Reaction yield outcomes from USPTO patents with 853,638 reactions. The task is: Predict the reaction yield, written as a fraction of the theoretical maximum amount of product (1.0 means a 100% yield; for example, 0.34 means a 34% yield). (1) The reactants are [Cl:1][C:2]1[CH:17]=[CH:16][C:5]([O:6][CH:7]([CH3:15])[CH2:8][CH2:9][O:10]S(C)(=O)=O)=[C:4]([O:18][C:19]2[CH:24]=[CH:23][CH:22]=[CH:21][CH:20]=2)[CH:3]=1.C([O:27][C:28](=[O:39])[CH2:29][CH2:30][C:31]1[CH:36]=[CH:35][C:34](O)=[CH:33][C:32]=1[Cl:38])C.C(=O)([O-])[O-].[Cs+].[Cs+].[OH-].[Na+]. The catalyst is CN(C=O)C. The product is [Cl:38][C:32]1[CH:33]=[C:34]([O:10][CH2:9][CH2:8][C@H:7]([O:6][C:5]2[CH:16]=[CH:17][C:2]([Cl:1])=[CH:3][C:4]=2[O:18][C:19]2[CH:24]=[CH:23][CH:22]=[CH:21][CH:20]=2)[CH3:15])[CH:35]=[CH:36][C:31]=1[CH2:30][CH2:29][C:28]([OH:39])=[O:27]. The yield is 0.670. (2) The yield is 0.640. The reactants are Br[C:2]1[CH:7]=[CH:6][C:5]([NH:8][C:9]([C:11]2[NH:12][CH:13]=[C:14]([C:16]#[N:17])[N:15]=2)=[O:10])=[C:4]([C:18]2[CH2:23][CH2:22][C:21]([CH3:25])([CH3:24])[CH2:20][CH:19]=2)[CH:3]=1.[C:26]([N:29]1[CH2:34][CH2:33][C:32](=[O:35])[CH2:31][CH2:30]1)(=[O:28])[CH3:27]. The catalyst is CO.C(Cl)Cl. The product is [C:26]([N:29]1[CH2:34][CH2:33][C:32]([C:2]2[CH:7]=[CH:6][C:5]([NH:8][C:9]([C:11]3[NH:12][CH:13]=[C:14]([C:16]#[N:17])[N:15]=3)=[O:10])=[C:4]([C:18]3[CH2:23][CH2:22][C:21]([CH3:25])([CH3:24])[CH2:20][CH:19]=3)[CH:3]=2)([OH:35])[CH2:31][CH2:30]1)(=[O:28])[CH3:27]. (3) The reactants are Br[C:2]1[CH:3]=[C:4]([NH:10][C:11]2[CH:16]=[CH:15][C:14]([O:17][CH:18]3[CH2:21][N:20]([CH3:22])[CH2:19]3)=[CH:13][N:12]=2)[C:5](=[O:9])[N:6]([CH3:8])[CH:7]=1.[C:23]([O:26][CH2:27][C:28]1[C:29]([N:43]2[CH2:55][CH2:54][N:46]3[C:47]4[CH2:48][CH2:49][CH2:50][CH2:51][C:52]=4[CH:53]=[C:45]3[C:44]2=[O:56])=[N:30][CH:31]=[CH:32][C:33]=1B1OC(C)(C)C(C)(C)O1)(=[O:25])[CH3:24].[O-]P([O-])([O-])=O.[K+].[K+].[K+].O.O.O.C([O-])(=O)C.[Na+]. The catalyst is C(#N)C.O.C1C=CC(P(C2C=CC=CC=2)[C-]2C=CC=C2)=CC=1.C1C=CC(P(C2C=CC=CC=2)[C-]2C=CC=C2)=CC=1.Cl[Pd]Cl.[Fe+2]. The product is [C:23]([O:26][CH2:27][C:28]1[C:29]([N:43]2[CH2:55][CH2:54][N:46]3[C:47]4[CH2:48][CH2:49][CH2:50][CH2:51][C:52]=4[CH:53]=[C:45]3[C:44]2=[O:56])=[N:30][CH:31]=[CH:32][C:33]=1[C:2]1[CH:3]=[C:4]([NH:10][C:11]2[CH:16]=[CH:15][C:14]([O:17][CH:18]3[CH2:21][N:20]([CH3:22])[CH2:19]3)=[CH:13][N:12]=2)[C:5](=[O:9])[N:6]([CH3:8])[CH:7]=1)(=[O:25])[CH3:24]. The yield is 0.520. (4) The reactants are [CH3:1][O:2][C:3](=[O:20])[C:4]1[CH:9]=[C:8]([NH2:10])[C:7]([NH2:11])=[C:6]([Cl:12])[C:5]=1[NH:13][C:14]1[CH:19]=[CH:18][CH:17]=[CH:16][CH:15]=1.[C:21](O)(=O)C.C(N)=N. The catalyst is CCO.CCOC(C)=O. The product is [CH3:1][O:2][C:3]([C:4]1[C:5]([NH:13][C:14]2[CH:15]=[CH:16][CH:17]=[CH:18][CH:19]=2)=[C:6]([Cl:12])[C:7]2[N:11]=[CH:21][NH:10][C:8]=2[CH:9]=1)=[O:20]. The yield is 0.990.